From a dataset of Forward reaction prediction with 1.9M reactions from USPTO patents (1976-2016). Predict the product of the given reaction. Given the reactants [Cl:1][C:2]1[C:3]([CH2:17][CH3:18])=[N:4][N:5]2[C:10]([O:11][CH3:12])=[CH:9][CH:8]=[C:7]([C:13](=[O:16])[CH2:14][CH3:15])[C:6]=12.C[Si]([N-][Si](C)(C)C)(C)C.[Li+].O1CCCC1.Br[CH2:35][C:36]([O:38][C:39]([CH3:42])([CH3:41])[CH3:40])=[O:37], predict the reaction product. The product is: [Cl:1][C:2]1[C:3]([CH2:17][CH3:18])=[N:4][N:5]2[C:10]([O:11][CH3:12])=[CH:9][CH:8]=[C:7]([C:13](=[O:16])[CH:14]([CH3:15])[CH2:35][C:36]([O:38][C:39]([CH3:42])([CH3:41])[CH3:40])=[O:37])[C:6]=12.